Predict the product of the given reaction. From a dataset of Forward reaction prediction with 1.9M reactions from USPTO patents (1976-2016). (1) The product is: [C:15]([C:14]1[CH:17]=[CH:18][C:11]([C:8]2[N:6]3[CH:7]=[C:2]([C:27]4[CH:28]=[CH:29][C:24]([C:22]([O:21][CH2:19][CH3:20])=[O:23])=[CH:25][CH:26]=4)[N:3]=[CH:4][C:5]3=[N:10][CH:9]=2)=[CH:12][CH:13]=1)#[N:16]. Given the reactants Br[C:2]1[N:3]=[CH:4][C:5]2[N:6]([C:8]([C:11]3[CH:18]=[CH:17][C:14]([C:15]#[N:16])=[CH:13][CH:12]=3)=[CH:9][N:10]=2)[CH:7]=1.[CH2:19]([O:21][C:22]([C:24]1[CH:29]=[CH:28][C:27](B(O)O)=[CH:26][CH:25]=1)=[O:23])[CH3:20].C([O-])([O-])=O.[Na+].[Na+], predict the reaction product. (2) Given the reactants [F:1][C:2]([F:13])([F:12])[C:3]([CH2:8][N+:9]([O-])=O)([OH:7])[CH:4]([CH3:6])[CH3:5].[ClH:14], predict the reaction product. The product is: [Cl-:14].[OH:7][C:3]([C:2]([F:1])([F:12])[F:13])([CH:4]([CH3:6])[CH3:5])[CH2:8][NH3+:9]. (3) Given the reactants Cl[C:2]1[C:7]([C:8]2[CH:13]=[CH:12][C:11]([Cl:14])=[CH:10][CH:9]=2)=[N:6][CH:5]=[CH:4][N:3]=1.[C:15]([O:19][C:20]([N:22]1[CH2:27][CH2:26][NH:25][CH2:24][CH2:23]1)=[O:21])([CH3:18])([CH3:17])[CH3:16].C1(P(C2CCCCC2)C2C=CC=CC=2C2C=CC=CC=2)CCCCC1.[Na].CC(O)(C)C, predict the reaction product. The product is: [C:15]([O:19][C:20]([N:22]1[CH2:27][CH2:26][N:25]([C:2]2[C:7]([C:8]3[CH:13]=[CH:12][C:11]([Cl:14])=[CH:10][CH:9]=3)=[N:6][CH:5]=[CH:4][N:3]=2)[CH2:24][CH2:23]1)=[O:21])([CH3:18])([CH3:16])[CH3:17]. (4) Given the reactants [NH:1]1[CH2:5][CH2:4][CH2:3][CH2:2]1.CS(O[CH2:11][CH2:12][N:13]1[C:21]2[C:16](=[CH:17][C:18]([C:22]#[C:23][C:24]3[CH:29]=[CH:28][C:27]([C:30]4[CH:35]=[CH:34][C:33]([Cl:36])=[CH:32][CH:31]=4)=[CH:26][N:25]=3)=[CH:19][CH:20]=2)[CH:15]=[CH:14]1)(=O)=O, predict the reaction product. The product is: [Cl:36][C:33]1[CH:34]=[CH:35][C:30]([C:27]2[CH:28]=[CH:29][C:24]([C:23]#[C:22][C:18]3[CH:17]=[C:16]4[C:21](=[CH:20][CH:19]=3)[N:13]([CH2:12][CH2:11][N:1]3[CH2:5][CH2:4][CH2:3][CH2:2]3)[CH:14]=[CH:15]4)=[N:25][CH:26]=2)=[CH:31][CH:32]=1. (5) Given the reactants [CH2:1]([O:8][C:9]1[CH:14]=[CH:13][C:12]([OH:15])=[CH:11][CH:10]=1)[C:2]1[CH:7]=[CH:6][CH:5]=[CH:4][CH:3]=1.Br[CH2:17][C:18]([O:20][CH3:21])=[O:19].C(=O)([O-])[O-].[Cs+].[Cs+], predict the reaction product. The product is: [CH3:21][O:20][C:18](=[O:19])[CH2:17][O:15][C:12]1[CH:11]=[CH:10][C:9]([O:8][CH2:1][C:2]2[CH:3]=[CH:4][CH:5]=[CH:6][CH:7]=2)=[CH:14][CH:13]=1. (6) The product is: [Cl:17][C:14]1[CH:15]=[C:16]2[C:11]([CH:10]=[C:9]([C:22]3[CH:29]=[C:26]([CH:27]=[O:28])[CH:25]=[N:24][CH:23]=3)[NH:8]2)=[CH:12][CH:13]=1. Given the reactants C(OC([N:8]1[C:16]2[C:11](=[CH:12][CH:13]=[C:14]([Cl:17])[CH:15]=2)[CH:10]=[C:9]1B(O)O)=O)(C)(C)C.Br[C:22]1[CH:23]=[N:24][CH:25]=[C:26]([CH:29]=1)[CH:27]=[O:28].[O-]P([O-])([O-])=O.[K+].[K+].[K+].COC1C=CC=C(OC)C=1C1C=CC=CC=1P(C1CCCCC1)C1CCCCC1, predict the reaction product. (7) Given the reactants [CH3:1][O:2][C:3]1[CH:8]=[C:7]([O:9][CH3:10])[C:6]([CH:11]2[CH2:16][CH:15]([S:17]([C:20]3[CH:25]=[CH:24][CH:23]=[C:22]([C:26]([F:29])([F:28])[F:27])[CH:21]=3)(=[O:19])=[O:18])[CH2:14][CH2:13][O:12]2)=[CH:5][N:4]=1.[CH3:30]C([O-])(C)C.[K+], predict the reaction product. The product is: [CH3:1][O:2][C:3]1[CH:8]=[C:7]([O:9][CH3:10])[C:6]([CH:11]2[CH2:16][C:15]([CH3:30])([S:17]([C:20]3[CH:25]=[CH:24][CH:23]=[C:22]([C:26]([F:29])([F:28])[F:27])[CH:21]=3)(=[O:19])=[O:18])[CH2:14][CH2:13][O:12]2)=[CH:5][N:4]=1.